Task: Regression. Given two drug SMILES strings and cell line genomic features, predict the synergy score measuring deviation from expected non-interaction effect.. Dataset: NCI-60 drug combinations with 297,098 pairs across 59 cell lines (1) Drug 1: C1=C(C(=O)NC(=O)N1)N(CCCl)CCCl. Drug 2: CC1=C(C=C(C=C1)NC(=O)C2=CC=C(C=C2)CN3CCN(CC3)C)NC4=NC=CC(=N4)C5=CN=CC=C5. Cell line: UO-31. Synergy scores: CSS=13.6, Synergy_ZIP=-4.46, Synergy_Bliss=1.40, Synergy_Loewe=-2.07, Synergy_HSA=-0.716. (2) Drug 1: C1=C(C(=O)NC(=O)N1)N(CCCl)CCCl. Drug 2: CC1=C2C(C(=O)C3(C(CC4C(C3C(C(C2(C)C)(CC1OC(=O)C(C(C5=CC=CC=C5)NC(=O)C6=CC=CC=C6)O)O)OC(=O)C7=CC=CC=C7)(CO4)OC(=O)C)O)C)OC(=O)C. Cell line: SNB-19. Synergy scores: CSS=24.0, Synergy_ZIP=-14.7, Synergy_Bliss=-12.8, Synergy_Loewe=-27.9, Synergy_HSA=-9.04. (3) Drug 1: CC1=C2C(C(=O)C3(C(CC4C(C3C(C(C2(C)C)(CC1OC(=O)C(C(C5=CC=CC=C5)NC(=O)OC(C)(C)C)O)O)OC(=O)C6=CC=CC=C6)(CO4)OC(=O)C)OC)C)OC. Drug 2: C1=NC2=C(N=C(N=C2N1C3C(C(C(O3)CO)O)F)Cl)N. Cell line: SF-295. Synergy scores: CSS=54.5, Synergy_ZIP=11.0, Synergy_Bliss=11.7, Synergy_Loewe=-7.85, Synergy_HSA=13.1. (4) Drug 1: C1=CC(=CC=C1CCCC(=O)O)N(CCCl)CCCl. Drug 2: CC1C(C(CC(O1)OC2CC(CC3=C2C(=C4C(=C3O)C(=O)C5=CC=CC=C5C4=O)O)(C(=O)C)O)N)O. Cell line: RXF 393. Synergy scores: CSS=46.2, Synergy_ZIP=0.524, Synergy_Bliss=3.50, Synergy_Loewe=-24.7, Synergy_HSA=4.03. (5) Drug 1: COC1=C(C=C2C(=C1)N=CN=C2NC3=CC(=C(C=C3)F)Cl)OCCCN4CCOCC4. Drug 2: C1=NNC2=C1C(=O)NC=N2. Cell line: HCT116. Synergy scores: CSS=18.7, Synergy_ZIP=-2.29, Synergy_Bliss=1.16, Synergy_Loewe=-2.79, Synergy_HSA=2.06. (6) Synergy scores: CSS=4.16, Synergy_ZIP=-5.11, Synergy_Bliss=-1.60, Synergy_Loewe=-8.48, Synergy_HSA=-0.490. Drug 1: CC1C(C(CC(O1)OC2CC(CC3=C2C(=C4C(=C3O)C(=O)C5=C(C4=O)C(=CC=C5)OC)O)(C(=O)C)O)N)O.Cl. Drug 2: CC(C)(C#N)C1=CC(=CC(=C1)CN2C=NC=N2)C(C)(C)C#N. Cell line: RXF 393. (7) Drug 1: CC1C(C(CC(O1)OC2CC(CC3=C2C(=C4C(=C3O)C(=O)C5=C(C4=O)C(=CC=C5)OC)O)(C(=O)CO)O)N)O.Cl. Drug 2: C(CCl)NC(=O)N(CCCl)N=O. Cell line: SF-539. Synergy scores: CSS=36.2, Synergy_ZIP=-8.97, Synergy_Bliss=-6.61, Synergy_Loewe=-2.83, Synergy_HSA=-1.35.